This data is from Reaction yield outcomes from USPTO patents with 853,638 reactions. The task is: Predict the reaction yield, written as a fraction of the theoretical maximum amount of product (1.0 means a 100% yield; for example, 0.34 means a 34% yield). The reactants are [OH:1][CH2:2][C@H:3]1[CH2:7][CH2:6][CH2:5][N:4]1[C:8]([O:10][C:11]([CH3:14])([CH3:13])[CH3:12])=[O:9].[C:15]([O:21][CH2:22][N:23]1[C:32](=[O:33])[C:31]2[C:26](=[CH:27][C:28]([O:35][CH2:36][C:37]3[CH:42]=[CH:41][CH:40]=[CH:39][CH:38]=3)=[CH:29][C:30]=2O)[N:25]=[CH:24]1)(=[O:20])[C:16]([CH3:19])([CH3:18])[CH3:17].C1(P(C2C=CC=CC=2)C2C=CC=CC=2)C=CC=CC=1.CC(OC(/N=N/C(OC(C)(C)C)=O)=O)(C)C. The catalyst is ClCCl. The product is [CH2:36]([O:35][C:28]1[CH:27]=[C:26]2[C:31]([C:32](=[O:33])[N:23]([CH2:22][O:21][C:15](=[O:20])[C:16]([CH3:17])([CH3:18])[CH3:19])[CH:24]=[N:25]2)=[C:30]([O:1][CH2:2][C@H:3]2[CH2:7][CH2:6][CH2:5][N:4]2[C:8]([O:10][C:11]([CH3:14])([CH3:13])[CH3:12])=[O:9])[CH:29]=1)[C:37]1[CH:42]=[CH:41][CH:40]=[CH:39][CH:38]=1. The yield is 0.360.